Dataset: Peptide-MHC class I binding affinity with 185,985 pairs from IEDB/IMGT. Task: Regression. Given a peptide amino acid sequence and an MHC pseudo amino acid sequence, predict their binding affinity value. This is MHC class I binding data. The peptide sequence is FLDKGTYTL. The MHC is HLA-B15:42 with pseudo-sequence HLA-B15:42. The binding affinity (normalized) is 0.213.